This data is from Drug-target binding data from BindingDB using Ki measurements. The task is: Regression. Given a target protein amino acid sequence and a drug SMILES string, predict the binding affinity score between them. We predict pKi (pKi = -log10(Ki in M); higher means stronger inhibition). Dataset: bindingdb_ki. The small molecule is N[C@H](CCc1ccccc1)C(=O)N1CCN(CCCOc2ccc(C(=O)C3CC3)cc2)CC1. The target protein (P25021) has sequence MAPNGTASSFCLDSTACKITITVVLAVLILITVAGNVVVCLAVGLNRRLRNLTNCFIVSLAITDLLLGLLVLPFSAIYQLSCKWSFGKVFCNIYTSLDVMLCTASILNLFMISLDRYCAVMDPLRYPVLVTPVRVAISLVLIWVISITLSFLSIHLGWNSRNETSKGNHTTSKCKVQVNEVYGLVDGLVTFYLPLLIMCITYYRIFKVARDQAKRINHISSWKAATIREHKATVTLAAVMGAFIICWFPYFTAFVYRGLRGDDAINEVLEAIVLWLGYANSALNPILYAALNRDFRTGYQQLFCCRLANRNSHKTSLRSNASQLSRTQSREPRQQEEKPLKLQVWSGTEVTAPQGATDR. The pKi is 5.0.